Regression. Given a peptide amino acid sequence and an MHC pseudo amino acid sequence, predict their binding affinity value. This is MHC class I binding data. From a dataset of Peptide-MHC class I binding affinity with 185,985 pairs from IEDB/IMGT. The binding affinity (normalized) is 0.881. The peptide sequence is KVLFLAAFV. The MHC is HLA-A02:03 with pseudo-sequence HLA-A02:03.